From a dataset of Forward reaction prediction with 1.9M reactions from USPTO patents (1976-2016). Predict the product of the given reaction. (1) Given the reactants [NH2:1][C:2]1[CH:3]=[C:4]([CH:8]=[CH:9][C:10]=1[O:11][CH3:12])[C:5]([OH:7])=[O:6].[C:13](Cl)(=O)C, predict the reaction product. The product is: [NH2:1][C:2]1[CH:3]=[C:4]([CH:8]=[CH:9][C:10]=1[O:11][CH3:12])[C:5]([O:7][CH3:13])=[O:6]. (2) Given the reactants [CH3:1][O:2][CH:3]([O:9][CH3:10])[CH2:4][C:5](OC)=[O:6].[CH2:11]([Mg]Br)[CH:12]=[CH2:13].C(OCC)C.[CH2:21]1[CH2:25]OC[CH2:22]1, predict the reaction product. The product is: [CH3:1][O:2][CH:3]([O:9][CH3:10])[CH2:4][C:5]([OH:6])([CH2:25][CH:21]=[CH2:22])[CH2:11][CH:12]=[CH2:13]. (3) Given the reactants [CH3:1][C:2]1([CH3:22])[N:6]2[C:7](=[O:20])[C:8]([N:11]3[C:15]4[N:16]=[CH:17][N:18]=[CH:19][C:14]=4C=C3)=[CH:9][CH:10]=[C:5]2[C:4](=[O:21])[NH:3]1.[ClH:23].[NH2:24][C@H:25]1[CH2:30]CC[C@@H](O)C1.S(=O)(=O)(O)O.[C:45](O[C:45]([O:47][C:48]([CH3:51])([CH3:50])[CH3:49])=[O:46])([O:47][C:48]([CH3:51])([CH3:50])[CH3:49])=[O:46], predict the reaction product. The product is: [Cl:23][C:10]1[CH:9]=[C:8]([NH:11][C:15]2[CH:14]=[CH:19][N:18]=[CH:17][N:16]=2)[C:7](=[O:20])[N:6]2[C:2]3([NH:3][C:4](=[O:21])[C:5]=12)[CH2:22][CH2:30][CH2:25][N:24]([C:45]([O:47][C:48]([CH3:49])([CH3:50])[CH3:51])=[O:46])[CH2:1]3.